Dataset: Catalyst prediction with 721,799 reactions and 888 catalyst types from USPTO. Task: Predict which catalyst facilitates the given reaction. (1) Reactant: [CH3:1][Mg]Br.[F:4][CH:5]1[C:10](=[O:11])[CH2:9][CH2:8][N:7]([C:12]([O:14][C:15]([CH3:18])([CH3:17])[CH3:16])=[O:13])[CH2:6]1. Product: [F:4][CH:5]1[C:10]([OH:11])([CH3:1])[CH2:9][CH2:8][N:7]([C:12]([O:14][C:15]([CH3:18])([CH3:17])[CH3:16])=[O:13])[CH2:6]1. The catalyst class is: 7. (2) Reactant: F[P-](F)(F)(F)(F)F.N1(OC(N(C)C)=[N+](C)C)C2N=CC=CC=2N=N1.[C:25]([N:32]1[CH2:40][CH2:39][CH:35]([C:36]([OH:38])=O)[CH2:34][CH2:33]1)([O:27][C:28]([CH3:31])([CH3:30])[CH3:29])=[O:26].CN1CCOCC1.[NH2:48][C:49]1[N:50]=[CH:51][C:52](/[C:64](=[N:66]/[NH2:67])/[NH2:65])=[N:53][C:54]=1[C:55]1[O:56][C:57]([C:60]([CH3:63])([CH3:62])[CH3:61])=[N:58][N:59]=1. Product: [NH2:65]/[C:64](/[C:52]1[CH:51]=[N:50][C:49]([NH2:48])=[C:54]([C:55]2[O:56][C:57]([C:60]([CH3:63])([CH3:62])[CH3:61])=[N:58][N:59]=2)[N:53]=1)=[N:66]\[NH:67][C:36]([CH:35]1[CH2:34][CH2:33][N:32]([C:25]([O:27][C:28]([CH3:29])([CH3:30])[CH3:31])=[O:26])[CH2:40][CH2:39]1)=[O:38]. The catalyst class is: 44. (3) Reactant: [Cl:1][C:2]1[CH:7]=[C:6]([OH:8])[CH:5]=[CH:4][C:3]=1[CH:9]([CH3:27])[C:10]([C:16]1[CH:17]=[CH:18][C:19]2[O:23][C:22](=[O:24])[N:21]([CH3:25])[C:20]=2[CH:26]=1)([OH:15])[C:11]([F:14])([F:13])[F:12].Br[C:29]([CH3:36])([CH3:35])[C:30]([O:32][CH2:33][CH3:34])=[O:31].[OH-].[Na+].Cl. Product: [CH2:33]([O:32][C:30](=[O:31])[C:29]([O:8][C:6]1[CH:5]=[CH:4][C:3]([CH:9]([CH3:27])[C:10]([OH:15])([C:16]2[CH:17]=[CH:18][C:19]3[O:23][C:22](=[O:24])[N:21]([CH3:25])[C:20]=3[CH:26]=2)[C:11]([F:12])([F:13])[F:14])=[C:2]([Cl:1])[CH:7]=1)([CH3:36])[CH3:35])[CH3:34]. The catalyst class is: 287. (4) Reactant: [N:1]1[CH:6]=[CH:5][N:4]=[CH:3][C:2]=1[C:7]([OH:9])=O.Cl.CN(C)CCCN=C=NCC.N1(O)C2C=CC=CC=2N=N1.[F:32][C:33]1[CH:34]=[N:35][CH:36]=[CH:37][C:38]=1[C:39]1[C:40]([C:47]2[CH:48]=[N:49][CH:50]=[CH:51][CH:52]=2)=[N:41][C:42]([NH2:46])=[C:43]([NH2:45])[CH:44]=1. Product: [NH2:46][C:42]1[N:41]=[C:40]([C:47]2[CH:48]=[N:49][CH:50]=[CH:51][CH:52]=2)[C:39]([C:38]2[CH:37]=[CH:36][N:35]=[CH:34][C:33]=2[F:32])=[CH:44][C:43]=1[NH:45][C:7]([C:2]1[CH:3]=[N:4][CH:5]=[CH:6][N:1]=1)=[O:9]. The catalyst class is: 3. (5) Reactant: [Br:1][C:2]1[N:13]=[CH:12][C:5]2=[N:6][C:7]([Cl:11])=[C:8](Cl)[N:9]=[C:4]2[CH:3]=1.[CH:14]1([NH2:17])[CH2:16][CH2:15]1.CCN(C(C)C)C(C)C. Product: [Br:1][C:2]1[N:13]=[CH:12][C:5]2=[N:6][C:7]([Cl:11])=[C:8]([NH:17][CH:14]3[CH2:16][CH2:15]3)[N:9]=[C:4]2[CH:3]=1. The catalyst class is: 2. (6) Reactant: [F:1][C:2]([F:7])([F:6])[C:3]([OH:5])=[O:4].[Cl:8][C:9]1[CH:10]=[C:11]([C@H:15]([OH:32])[C@H:16]([NH:24]C(=O)OC(C)(C)C)[C:17]2[CH:22]=[CH:21][C:20]([Cl:23])=[CH:19][CH:18]=2)[CH:12]=[CH:13][CH:14]=1. Product: [F:1][C:2]([F:7])([F:6])[C:3]([OH:5])=[O:4].[NH2:24][C@H:16]([C:17]1[CH:22]=[CH:21][C:20]([Cl:23])=[CH:19][CH:18]=1)[C@H:15]([C:11]1[CH:12]=[CH:13][CH:14]=[C:9]([Cl:8])[CH:10]=1)[OH:32]. The catalyst class is: 2.